From a dataset of Catalyst prediction with 721,799 reactions and 888 catalyst types from USPTO. Predict which catalyst facilitates the given reaction. (1) Reactant: [Br:1][C:2]1[CH:8]=[CH:7][C:5]([NH2:6])=[C:4]([F:9])[CH:3]=1.C(N(C(C)C)CC)(C)C.[Cl:19][C:20]1[CH:25]=[C:24](Cl)[N:23]=[CH:22][N:21]=1.CO.C(Cl)(Cl)Cl. Product: [Br:1][C:2]1[CH:8]=[CH:7][C:5]([NH:6][C:24]2[CH:25]=[C:20]([Cl:19])[N:21]=[CH:22][N:23]=2)=[C:4]([F:9])[CH:3]=1. The catalyst class is: 14. (2) Reactant: FC(F)(F)C(O)=O.[CH3:8][C:9]1([CH3:47])[C:17]2[C:12](=[CH:13][CH:14]=[C:15]([C:18]3[CH:23]=[CH:22][C:21]([C:24]([F:27])([F:26])[F:25])=[CH:20][CH:19]=3)[CH:16]=2)[N:11]([CH2:28][CH2:29][C:30]2[CH:44]=[CH:43][C:33]([O:34][CH2:35][C:36]([O:38]C(C)(C)C)=[O:37])=[C:32]([O:45][CH3:46])[CH:31]=2)[CH2:10]1. Product: [CH3:8][C:9]1([CH3:47])[C:17]2[C:12](=[CH:13][CH:14]=[C:15]([C:18]3[CH:19]=[CH:20][C:21]([C:24]([F:25])([F:26])[F:27])=[CH:22][CH:23]=3)[CH:16]=2)[N:11]([CH2:28][CH2:29][C:30]2[CH:44]=[CH:43][C:33]([O:34][CH2:35][C:36]([OH:38])=[O:37])=[C:32]([O:45][CH3:46])[CH:31]=2)[CH2:10]1. The catalyst class is: 4. (3) Reactant: [C:1]([O:5][C:6]([N:8]1[CH2:13][CH2:12][CH:11]([C:14]([C:16]2[N:17]([CH3:42])[C:18]3[C:23]([N:24]=2)=[C:22]([N:25]2[CH2:30][CH2:29][O:28][CH2:27][CH2:26]2)[N:21]=[C:20]([N:31]2[C:35]4[CH:36]=[CH:37][CH:38]=[CH:39][C:34]=4[N:33]=[C:32]2[CH2:40][CH3:41])[N:19]=3)=[O:15])[CH2:10][CH2:9]1)=[O:7])([CH3:4])([CH3:3])[CH3:2].[CH3:43][Mg]Br. Product: [C:1]([O:5][C:6]([N:8]1[CH2:9][CH2:10][CH:11]([C:14]([C:16]2[N:17]([CH3:42])[C:18]3[C:23]([N:24]=2)=[C:22]([N:25]2[CH2:26][CH2:27][O:28][CH2:29][CH2:30]2)[N:21]=[C:20]([N:31]2[C:35]4[CH:36]=[CH:37][CH:38]=[CH:39][C:34]=4[N:33]=[C:32]2[CH2:40][CH3:41])[N:19]=3)([OH:15])[CH3:43])[CH2:12][CH2:13]1)=[O:7])([CH3:4])([CH3:3])[CH3:2]. The catalyst class is: 1. (4) Reactant: Br[CH2:2][C:3]([N:5]1[CH:11]=[C:10]2[CH2:12][CH:13]=[CH:14][CH:15]=[C:9]2[O:8][C:7]2[CH:16]=[CH:17][CH:18]=[CH:19][C:6]1=2)=[O:4].[OH:20][C:21]1[CH:30]=[CH:29][C:24]([C:25]([O:27][CH3:28])=[O:26])=[CH:23][CH:22]=1.C(=O)([O-])[O-].[Cs+].[Cs+]. Product: [CH2:12]1[C:10]2=[CH:11][N:5]([C:3](=[O:4])[CH2:2][O:20][C:21]3[CH:22]=[CH:23][C:24]([C:25]([O:27][CH3:28])=[O:26])=[CH:29][CH:30]=3)[C:6]3[CH:19]=[CH:18][CH:17]=[CH:16][C:7]=3[O:8][C:9]2=[CH:15][CH:14]=[CH:13]1. The catalyst class is: 115. (5) Reactant: [CH:1]1([CH:7]([NH:19][C:20]2[CH:25]=[CH:24][C:23]([C:26]([N:28]([CH3:36])[CH2:29][CH2:30][C:31]([O:33]CC)=[O:32])=[O:27])=[CH:22][CH:21]=2)[C:8]2[O:9][C:10]3[CH:17]=[CH:16][C:15]([F:18])=[CH:14][C:11]=3[C:12]=2[CH3:13])[CH2:6][CH2:5][CH2:4][CH2:3][CH2:2]1.CCCCCC.C(O)C.C(O)C.[OH-].[Na+]. Product: [CH:1]1([CH:7]([NH:19][C:20]2[CH:21]=[CH:22][C:23]([C:26]([N:28]([CH3:36])[CH2:29][CH2:30][C:31]([OH:33])=[O:32])=[O:27])=[CH:24][CH:25]=2)[C:8]2[O:9][C:10]3[CH:17]=[CH:16][C:15]([F:18])=[CH:14][C:11]=3[C:12]=2[CH3:13])[CH2:6][CH2:5][CH2:4][CH2:3][CH2:2]1. The catalyst class is: 7. (6) Product: [Br:1][C:2]1[CH:7]=[CH:6][C:5]([C:11]#[C:12][CH3:13])=[CH:4][CH:3]=1. Reactant: [Br:1][C:2]1[CH:7]=[CH:6][C:5](I)=[CH:4][CH:3]=1.C[Si](C)(C)[C:11]#[C:12][CH3:13].[F-].C([N+](CCCC)(CCCC)CCCC)CCC. The catalyst class is: 778. (7) Reactant: C([Li])CCC.Br[C:7]1[CH:12]=[CH:11][C:10]([O:13][C:14]2[CH:19]=[CH:18][CH:17]=[CH:16][CH:15]=2)=[CH:9][C:8]=1[CH2:20][OH:21].C([O:25][B:26](OC(C)C)OC(C)C)(C)C.Cl. Product: [O:13]([C:10]1[CH:11]=[CH:12][C:7]2[B:26]([OH:25])[O:21][CH2:20][C:8]=2[CH:9]=1)[C:14]1[CH:19]=[CH:18][CH:17]=[CH:16][CH:15]=1. The catalyst class is: 7.